This data is from Full USPTO retrosynthesis dataset with 1.9M reactions from patents (1976-2016). The task is: Predict the reactants needed to synthesize the given product. (1) Given the product [O:12]=[C:11]1[C:6]2[C:7](=[C:2]([C:39]3[CH:38]=[N:37][CH:42]=[CH:41][CH:40]=3)[N:3]=[CH:4][CH:5]=2)[O:8][C:9]([C:31]2[CH:36]=[CH:35][CH:34]=[CH:33][CH:32]=2)=[C:10]1[C:13]1[CH:18]=[CH:17][C:16]([C:19]2([NH:23][C:24](=[O:30])[O:25][C:26]([CH3:29])([CH3:28])[CH3:27])[CH2:22][CH2:21][CH2:20]2)=[CH:15][CH:14]=1, predict the reactants needed to synthesize it. The reactants are: Cl[C:2]1[N:3]=[CH:4][CH:5]=[C:6]2[C:11](=[O:12])[C:10]([C:13]3[CH:18]=[CH:17][C:16]([C:19]4([NH:23][C:24](=[O:30])[O:25][C:26]([CH3:29])([CH3:28])[CH3:27])[CH2:22][CH2:21][CH2:20]4)=[CH:15][CH:14]=3)=[C:9]([C:31]3[CH:36]=[CH:35][CH:34]=[CH:33][CH:32]=3)[O:8][C:7]=12.[N:37]1[CH:42]=[CH:41][CH:40]=[C:39](B(O)O)[CH:38]=1. (2) Given the product [N:9]([CH2:8][CH2:7][C:6]([O:5][C:1]([CH3:4])([CH3:3])[CH3:2])=[O:10])=[C:12]=[S:13], predict the reactants needed to synthesize it. The reactants are: [C:1]([O:5][C:6](=[O:10])[CH2:7][CH2:8][NH2:9])([CH3:4])([CH3:3])[CH3:2].Cl.[C:12](Cl)(Cl)=[S:13].C([O-])(O)=O.[Na+]. (3) The reactants are: Cl[C:2]1[C:7]2[N:8]=[C:9]([CH3:12])[N:10]([CH3:11])[C:6]=2[CH:5]=[CH:4][N:3]=1.C1OCCOCCOCCOCCOCCOC1.[CH:31]1([OH:40])[C:39]2[C:34](=[CH:35][CH:36]=[CH:37][CH:38]=2)[CH2:33][CH2:32]1.CC(C)([O-])C.[K+].P([O-])(O)(O)=O.[K+]. Given the product [CH:31]1([O:40][C:2]2[C:7]3[N:8]=[C:9]([CH3:12])[N:10]([CH3:11])[C:6]=3[CH:5]=[CH:4][N:3]=2)[C:39]2[C:34](=[CH:35][CH:36]=[CH:37][CH:38]=2)[CH2:33][CH2:32]1, predict the reactants needed to synthesize it. (4) Given the product [OH:23][CH2:22][C@@H:4]([NH:3][CH2:25][C@H:26]([OH:24])[CH2:27][O:28][C:29]1[CH:34]=[CH:33][C:32]([O:35][CH2:36][C:37]2[CH:42]=[CH:41][CH:40]=[CH:39][CH:38]=2)=[CH:31][CH:30]=1)[CH2:5][C:6]1[CH:7]=[CH:8][C:9]([O:10][C:11]2[N:19]=[CH:18][CH:17]=[CH:16][C:12]=2[C:13]([NH2:15])=[O:14])=[CH:20][CH:21]=1, predict the reactants needed to synthesize it. The reactants are: Cl.Cl.[NH2:3][C@H:4]([CH2:22][OH:23])[CH2:5][C:6]1[CH:21]=[CH:20][C:9]([O:10][C:11]2[N:19]=[CH:18][CH:17]=[CH:16][C:12]=2[C:13]([NH2:15])=[O:14])=[CH:8][CH:7]=1.[O:24]1[C@H:26]([CH2:27][O:28][C:29]2[CH:34]=[CH:33][C:32]([O:35][CH2:36][C:37]3[CH:42]=[CH:41][CH:40]=[CH:39][CH:38]=3)=[CH:31][CH:30]=2)[CH2:25]1.C(N(CC)C(C)C)(C)C. (5) The reactants are: [Cl:1][C:2]1[CH:3]=[C:4]([CH:27]=[CH:28][C:29]=1[Cl:30])[O:5][CH:6]1[CH2:11][CH2:10][N:9]([CH2:12][CH:13]2[CH2:18][CH2:17][N:16]([C:19]3[CH:24]=[CH:23][CH:22]=[CH:21][C:20]=3[O:25]C)[CH2:15][CH2:14]2)[CH2:8][CH2:7]1.C(=O)=O.C(#N)C.BrB(Br)Br.CO. Given the product [Cl:1][C:2]1[CH:3]=[C:4]([CH:27]=[CH:28][C:29]=1[Cl:30])[O:5][CH:6]1[CH2:7][CH2:8][N:9]([CH2:12][CH:13]2[CH2:14][CH2:15][N:16]([C:19]3[CH:24]=[CH:23][CH:22]=[CH:21][C:20]=3[OH:25])[CH2:17][CH2:18]2)[CH2:10][CH2:11]1, predict the reactants needed to synthesize it. (6) Given the product [F:1][C:2]([F:19])([F:18])[O:3][CH:4]1[CH2:7][NH:6][CH2:5]1, predict the reactants needed to synthesize it. The reactants are: [F:1][C:2]([F:19])([F:18])[O:3][CH:4]1[CH2:7][N:6](C(OCC2C=CC=CC=2)=O)[CH2:5]1.Cl. (7) Given the product [NH:36]1[C:37]2[C:42](=[CH:41][CH:40]=[CH:39][CH:38]=2)[C:34]([C:31]2[CH2:32][CH2:33][N:28]([CH2:16][C@@H:13]3[O:12][C:8]4=[C:9]5[C:4](=[CH:5][CH:6]=[C:7]4[O:15][CH2:14]3)[N:3]=[C:2]([CH3:1])[CH:11]=[CH:10]5)[CH2:29][CH:30]=2)=[CH:35]1, predict the reactants needed to synthesize it. The reactants are: [CH3:1][C:2]1[CH:11]=[CH:10][C:9]2[C:4](=[CH:5][CH:6]=[C:7]3[O:15][CH2:14][C@H:13]([CH2:16]OS(C4C=CC(C)=CC=4)(=O)=O)[O:12][C:8]3=2)[N:3]=1.[NH:28]1[CH2:33][CH:32]=[C:31]([C:34]2[C:42]3[C:37](=[CH:38][CH:39]=[CH:40][CH:41]=3)[NH:36][CH:35]=2)[CH2:30][CH2:29]1.C([O-])([O-])=O.[K+].[K+].CN(C=O)C. (8) Given the product [CH3:1][O:2][C:3]1[CH:4]=[C:5]2[C:10](=[CH:11][C:12]=1[O:13][CH3:14])[N:9]=[CH:8][CH:7]=[C:6]2[O:15][C:16]1[CH:22]=[CH:21][C:19]([NH:20][C:27](=[O:33])[O:26][CH2:24][C:37]2[CH:38]=[CH:39][CH:40]=[CH:41][C:36]=2[CH3:35])=[CH:18][CH:17]=1, predict the reactants needed to synthesize it. The reactants are: [CH3:1][O:2][C:3]1[CH:4]=[C:5]2[C:10](=[CH:11][C:12]=1[O:13][CH3:14])[N:9]=[CH:8][CH:7]=[C:6]2[O:15][C:16]1[CH:22]=[CH:21][C:19]([NH2:20])=[CH:18][CH:17]=1.Cl[C:24](Cl)([O:26][C:27](=[O:33])OC(Cl)(Cl)Cl)Cl.[CH3:35][C:36]1[CH:41]=[CH:40][CH:39]=[CH:38][C:37]=1CO.C(=O)(O)[O-].[Na+].